This data is from Catalyst prediction with 721,799 reactions and 888 catalyst types from USPTO. The task is: Predict which catalyst facilitates the given reaction. (1) The catalyst class is: 2. Reactant: [Cl:1][C:2]1[CH:7]=[CH:6][CH:5]=[CH:4][C:3]=1[C:8]1[C:12]([C:13]2[N:14](COCC[Si](C)(C)C)[CH:15]=[CH:16][N:17]=2)=[CH:11][N:10]([C:26]2[C:31]([CH3:32])=[CH:30][N:29]=[C:28]([N:33](CC3C=CC(OC)=CC=3OC)[C:34](=[O:36])[CH3:35])[CH:27]=2)[N:9]=1.C(O)(C(F)(F)F)=O. Product: [Cl:1][C:2]1[CH:7]=[CH:6][CH:5]=[CH:4][C:3]=1[C:8]1[C:12]([C:13]2[NH:17][CH:16]=[CH:15][N:14]=2)=[CH:11][N:10]([C:26]2[C:31]([CH3:32])=[CH:30][N:29]=[C:28]([NH:33][C:34](=[O:36])[CH3:35])[CH:27]=2)[N:9]=1. (2) Reactant: [H-].[Na+].[O:3]1[CH2:8][CH2:7][CH:6]([NH:9][C:10]2[N:15]=[C:14]([C:16]3[CH:21]=[CH:20][NH:19][C:18](=[O:22])[CH:17]=3)[CH:13]=[CH:12][N:11]=2)[CH2:5][CH2:4]1.CS(O[CH2:28][CH2:29][C:30]1[CH:35]=[CH:34][C:33]([Cl:36])=[C:32]([F:37])[CH:31]=1)(=O)=O. Product: [Cl:36][C:33]1[CH:34]=[CH:35][C:30]([CH2:29][CH2:28][N:19]2[CH:20]=[CH:21][C:16]([C:14]3[CH:13]=[CH:12][N:11]=[C:10]([NH:9][CH:6]4[CH2:7][CH2:8][O:3][CH2:4][CH2:5]4)[N:15]=3)=[CH:17][C:18]2=[O:22])=[CH:31][C:32]=1[F:37]. The catalyst class is: 3. (3) Reactant: OC1C(C2C=CC=CC=2)=CC(C(CC(C)(C)C)(C)C)=CC=1N=NC1C=CC(C2C=CC=CC=2)=CC=1[N+]([O-])=O.[OH-].[Na+].S([O-])(O)(=O)=O.[C:46]1([C:52]2[CH:57]=[CH:56][C:55]([N+:58]#[N:59])=[C:54]([N+:60]([O-:62])=[O:61])[CH:53]=2)[CH:51]=[CH:50][CH:49]=[CH:48][CH:47]=1.[C:63]([C:72]1[CH:77]=[C:76]([C:78]([CH2:81][C:82]([CH3:85])([CH3:84])[CH3:83])([CH3:80])[CH3:79])[CH:75]=[CH:74][C:73]=1[OH:86])([C:66]1[CH:71]=[CH:70][CH:69]=[CH:68][CH:67]=1)([CH3:65])[CH3:64]. Product: [OH:86][C:73]1[C:72]([C:63]([C:66]2[CH:67]=[CH:68][CH:69]=[CH:70][CH:71]=2)([CH3:65])[CH3:64])=[CH:77][C:76]([C:78]([CH2:81][C:82]([CH3:85])([CH3:84])[CH3:83])([CH3:80])[CH3:79])=[CH:75][C:74]=1[N:59]=[N:58][C:55]1[CH:56]=[CH:57][C:52]([C:46]2[CH:47]=[CH:48][CH:49]=[CH:50][CH:51]=2)=[CH:53][C:54]=1[N+:60]([O-:62])=[O:61]. The catalyst class is: 5. (4) Reactant: [C:1]([O:5][C:6]([N:8]1[CH2:17][CH2:16][N:15]2[C@H:10]([CH2:11][O:12][C@@:13]([C:19]3[CH:24]=[CH:23][C:22]([F:25])=[C:21]([C:26]#[N:27])[C:20]=3[CH3:28])(O)[CH2:14]2)[CH2:9]1)=[O:7])([CH3:4])([CH3:3])[CH3:2].C(O)(C(F)(F)F)=O.[SiH](CC)(CC)CC.CC(OC(OC(OC(C)(C)C)=O)=O)(C)C. Product: [C:6](=[O:7])=[O:5].[C:26]([C:21]1[C:20]([CH3:28])=[C:19]([C@H:13]2[O:12][CH2:11][C@@H:10]3[CH2:9][N:8]([C:6]([O:5][C:1]([CH3:3])([CH3:2])[CH3:4])=[O:7])[CH2:17][CH2:16][N:15]3[CH2:14]2)[CH:24]=[CH:23][C:22]=1[F:25])#[N:27]. The catalyst class is: 2. (5) Reactant: Br[C:2]1[S:6][C:5]2=[N:7][CH:8]=[C:9](I)[N:4]2[N:3]=1.[CH3:11][O:12][C:13]1[CH:14]=[C:15](B(O)O)[CH:16]=[CH:17][C:18]=1[O:19][CH3:20].C([O-])([O-])=O.[K+].[K+].C(Cl)Cl.[CH3:33][O:34][C:35]1[CH:36]=[N:37][CH:38]=[C:39](B2OC(C)(C)C(C)(C)O2)[CH:40]=1. Product: [CH3:11][O:12][C:13]1[CH:14]=[C:15]([C:2]2[S:6][C:5]3=[N:7][CH:8]=[C:9]([C:39]4[CH:38]=[N:37][CH:36]=[C:35]([O:34][CH3:33])[CH:40]=4)[N:4]3[N:3]=2)[CH:16]=[CH:17][C:18]=1[O:19][CH3:20]. The catalyst class is: 75. (6) Reactant: [CH3:1][C:2]([CH3:21])([CH3:20])[C:3]([C:5]1[C:13]2[C:8](=[CH:9][C:10]([O:14][CH3:15])=[CH:11][CH:12]=2)[N:7]([CH2:16][C:17]([OH:19])=O)[N:6]=1)=[O:4].C1C=CC2N(O)N=NC=2C=1.[CH2:32]([NH:36][CH2:37][CH2:38][CH2:39][CH3:40])[CH2:33][CH2:34][CH3:35].CCN(C(C)C)C(C)C. Product: [CH2:32]([N:36]([CH2:37][CH2:38][CH2:39][CH3:40])[C:17](=[O:19])[CH2:16][N:7]1[C:8]2[C:13](=[CH:12][CH:11]=[C:10]([O:14][CH3:15])[CH:9]=2)[C:5]([C:3](=[O:4])[C:2]([CH3:20])([CH3:1])[CH3:21])=[N:6]1)[CH2:33][CH2:34][CH3:35]. The catalyst class is: 607. (7) Reactant: [F:1][C:2]1[CH:7]=[CH:6][C:5]([CH:8]([O:24][C:25](=[O:27])[NH2:26])[CH2:9][CH2:10][N:11]2[CH2:16][CH2:15][N:14]([C:17]3[CH:22]=[CH:21][C:20]([OH:23])=[CH:19][CH:18]=3)[CH2:13][CH2:12]2)=[CH:4][CH:3]=1.C(N(CC)CC)C.[C:35](Cl)(=[O:37])[CH3:36]. Product: [C:25]([O:24][CH:8]([C:5]1[CH:6]=[CH:7][C:2]([F:1])=[CH:3][CH:4]=1)[CH2:9][CH2:10][N:11]1[CH2:16][CH2:15][N:14]([C:17]2[CH:22]=[CH:21][C:20]([O:23][C:35](=[O:37])[CH3:36])=[CH:19][CH:18]=2)[CH2:13][CH2:12]1)(=[O:27])[NH2:26]. The catalyst class is: 95. (8) Reactant: [CH2:1]([O:3][C:4]1[CH:12]=[CH:11][CH:10]=[CH:9][C:5]=1[C:6]([OH:8])=[O:7])[CH3:2].S(Cl)(Cl)=O.[Cl:17][S:18](O)(=[O:20])=[O:19]. Product: [Cl:17][S:18]([C:10]1[CH:11]=[CH:12][C:4]([O:3][CH2:1][CH3:2])=[C:5]([CH:9]=1)[C:6]([OH:8])=[O:7])(=[O:20])=[O:19]. The catalyst class is: 6.